This data is from Catalyst prediction with 721,799 reactions and 888 catalyst types from USPTO. The task is: Predict which catalyst facilitates the given reaction. (1) Reactant: C(OC([N:8]1[CH2:12][CH:11]([OH:13])[CH:10]([N:14]2[CH2:19][CH2:18][N:17]([CH2:20][C:21]3[CH:26]=[CH:25][C:24]([Cl:27])=[CH:23][CH:22]=3)[CH2:16][CH2:15]2)[CH2:9]1)=O)(C)(C)C. Product: [Cl:27][C:24]1[CH:25]=[CH:26][C:21]([CH2:20][N:17]2[CH2:18][CH2:19][N:14]([CH:10]3[CH2:9][NH:8][CH2:12][CH:11]3[OH:13])[CH2:15][CH2:16]2)=[CH:22][CH:23]=1. The catalyst class is: 106. (2) Reactant: Br[C:2](=[CH2:33])[CH2:3][N:4]([CH2:22][C:23]1[CH:28]=[CH:27][C:26]([O:29][CH3:30])=[CH:25][C:24]=1[O:31][CH3:32])[C:5]([C@H:7]([NH:11][C:12](=[O:21])[O:13][CH2:14][C:15]1[CH:20]=[CH:19][CH:18]=[CH:17][CH:16]=1)[CH2:8][CH:9]=[CH2:10])=[O:6].[F:34][C:35]1[C:40]([F:41])=[CH:39][CH:38]=[CH:37][C:36]=1B(O)O.C(=O)([O-])[O-].[Na+].[Na+]. Product: [F:34][C:35]1[C:40]([F:41])=[CH:39][CH:38]=[CH:37][C:36]=1[C:2](=[CH2:33])[CH2:3][N:4]([CH2:22][C:23]1[CH:28]=[CH:27][C:26]([O:29][CH3:30])=[CH:25][C:24]=1[O:31][CH3:32])[C:5]([C@H:7]([NH:11][C:12](=[O:21])[O:13][CH2:14][C:15]1[CH:20]=[CH:19][CH:18]=[CH:17][CH:16]=1)[CH2:8][CH:9]=[CH2:10])=[O:6]. The catalyst class is: 9. (3) Reactant: [Cl:1][C:2]1[CH:7]=[CH:6][CH:5]=[C:4]([F:8])[C:3]=1[NH:9][C:10]1[NH:11][C:12]2[C:18]3[CH2:19][C:20]([CH3:23])([CH3:22])[O:21][C:17]=3[C:16]([C:24]([NH:26][C:27]3[CH:32]=[CH:31][C:30]([C:33]([F:36])([F:35])[F:34])=[CH:29][CH:28]=3)=[O:25])=[CH:15][C:13]=2[N:14]=1.[C:37]([OH:42])(=[O:41])[C:38]([OH:40])=[O:39]. Product: [C:37]([OH:42])(=[O:41])[C:38]([OH:40])=[O:39].[Cl:1][C:2]1[CH:7]=[CH:6][CH:5]=[C:4]([F:8])[C:3]=1[NH:9][C:10]1[NH:11][C:12]2[C:18]3[CH2:19][C:20]([CH3:22])([CH3:23])[O:21][C:17]=3[C:16]([C:24]([NH:26][C:27]3[CH:28]=[CH:29][C:30]([C:33]([F:35])([F:36])[F:34])=[CH:31][CH:32]=3)=[O:25])=[CH:15][C:13]=2[N:14]=1. The catalyst class is: 21. (4) Reactant: [Br:1][C:2]1[CH:3]=[CH:4][C:5]([F:17])=[C:6]2[C:10]=1[NH:9][CH:8]=[C:7]2[C:11](=[O:16])C(F)(F)F.[OH-:18].[Na+]. Product: [Br:1][C:2]1[CH:3]=[CH:4][C:5]([F:17])=[C:6]2[C:10]=1[NH:9][CH:8]=[C:7]2[C:11]([OH:16])=[O:18]. The catalyst class is: 24. (5) Reactant: Cl.[NH2:2][C@@H:3]1[CH2:12][CH2:11][CH2:10][C:9]2[C:8]([C:13]3[N:17]=[C:16]([C:18]4[CH:19]=[CH:20][C:21]([O:26][CH:27]([CH3:29])[CH3:28])=[C:22]([CH:25]=4)[C:23]#[N:24])[O:15][N:14]=3)=[CH:7][CH:6]=[CH:5][C:4]1=2.[CH3:30][S:31]([CH:34]=[CH2:35])(=[O:33])=[O:32]. Product: [CH:27]([O:26][C:21]1[CH:20]=[CH:19][C:18]([C:16]2[O:15][N:14]=[C:13]([C:8]3[C:9]4[CH2:10][CH2:11][CH2:12][C@@H:3]([NH:2][CH2:35][CH2:34][S:31]([CH3:30])(=[O:33])=[O:32])[C:4]=4[CH:5]=[CH:6][CH:7]=3)[N:17]=2)=[CH:25][C:22]=1[C:23]#[N:24])([CH3:29])[CH3:28]. The catalyst class is: 44.